This data is from Full USPTO retrosynthesis dataset with 1.9M reactions from patents (1976-2016). The task is: Predict the reactants needed to synthesize the given product. (1) Given the product [Br:1][C:2]1[CH:9]=[CH:8][C:5]([CH2:6][O:7][CH:12]2[CH2:13][CH2:14][CH2:15][CH2:16][O:11]2)=[C:4]([F:10])[CH:3]=1, predict the reactants needed to synthesize it. The reactants are: [Br:1][C:2]1[CH:9]=[CH:8][C:5]([CH2:6][OH:7])=[C:4]([F:10])[CH:3]=1.[O:11]1[CH:16]=[CH:15][CH2:14][CH2:13][CH2:12]1. (2) The reactants are: [S:1]1[C:5]2[CH:6]=[CH:7][C:8]([C:10]([O:12][CH3:13])=[O:11])=[CH:9][C:4]=2[CH:3]=[CH:2]1.[Br:14]Br. Given the product [Br:14][C:3]1[C:4]2[CH:9]=[C:8]([C:10]([O:12][CH3:13])=[O:11])[CH:7]=[CH:6][C:5]=2[S:1][CH:2]=1, predict the reactants needed to synthesize it. (3) The reactants are: [C:1]1([S:7]([N:10]2[C:14]3=[N:15][CH:16]=[CH:17][CH:18]=[C:13]3[C:12]([CH2:19][C:20]3[CH:21]=[CH:22][C:23]([NH2:26])=[N:24][CH:25]=3)=[CH:11]2)(=[O:9])=[O:8])[CH:6]=[CH:5][CH:4]=[CH:3][CH:2]=1.[Cl:27][C:28]1C=NC=[CH:32][C:33]=1C=O.F[C:37](F)(F)C(O)=O.C([SiH](CC)CC)C.C(=O)([O-])[O-].[K+].[K+].[C:56](#[N:58])[CH3:57]. Given the product [C:1]1([S:7]([N:10]2[C:14]3=[N:15][CH:16]=[CH:17][CH:18]=[C:13]3[C:12]([CH2:19][C:20]3[CH:21]=[CH:22][C:23]([NH:26][CH2:37][C:57]4[CH:56]=[N:58][CH:32]=[CH:33][C:28]=4[Cl:27])=[N:24][CH:25]=3)=[CH:11]2)(=[O:9])=[O:8])[CH:6]=[CH:5][CH:4]=[CH:3][CH:2]=1, predict the reactants needed to synthesize it. (4) Given the product [C:1]([CH2:44][NH:43][CH2:42][C:38]1[CH:37]=[C:36]([C:23]2[CH:24]=[CH:25][C:26](/[CH:28]=[C:29](\[CH3:35])/[C:30]([O:32][CH2:33][CH3:34])=[O:31])=[CH:27][C:22]=2[O:21][CH2:17][CH2:18][CH2:19][CH3:20])[CH:41]=[CH:40][CH:39]=1)(=[O:8])[C:2]1[CH:7]=[CH:6][CH:5]=[CH:4][CH:3]=1, predict the reactants needed to synthesize it. The reactants are: [C:1](Cl)(=[O:8])[C:2]1[CH:7]=[CH:6][CH:5]=[CH:4][CH:3]=1.FC(F)(F)C(O)=O.[CH2:17]([O:21][C:22]1[CH:27]=[C:26](/[CH:28]=[C:29](\[CH3:35])/[C:30]([O:32][CH2:33][CH3:34])=[O:31])[CH:25]=[CH:24][C:23]=1[C:36]1[CH:41]=[CH:40][CH:39]=[C:38]([CH2:42][NH:43][CH3:44])[CH:37]=1)[CH2:18][CH2:19][CH3:20].C(N(CC)CC)C.Cl. (5) Given the product [Br:8]/[CH:9]=[CH:55]/[CH2:54][C@@H:46]1[C@@H:47]2[CH:51]([O:50][C:49]([CH3:53])([CH3:52])[O:48]2)[C@H:44]([N:39]2[CH:38]=[N:37][C:36]3[C:40]2=[N:41][CH:42]=[N:43][C:35]=3[NH:34][CH:29]2[CH2:30][CH2:31][CH2:32][CH2:33]2)[O:45]1, predict the reactants needed to synthesize it. The reactants are: CC(C)([O-])C.[K+].[Br-].[Br:8][CH2:9][P+](C1C=CC=CC=1)(C1C=CC=CC=1)C1C=CC=CC=1.[CH:29]1([NH:34][C:35]2[N:43]=[CH:42][N:41]=[C:40]3[C:36]=2[N:37]=[CH:38][N:39]3[C@H:44]2[CH:51]3[C@H:47]([O:48][C:49]([CH3:53])([CH3:52])[O:50]3)[C@@H:46]([CH2:54][CH:55]=O)[O:45]2)[CH2:33][CH2:32][CH2:31][CH2:30]1. (6) Given the product [CH:1]([N:4]1[C:12]2[CH:11]=[C:10]([C:13]3[NH:17][N:16]=[N:15][N:14]=3)[CH:9]=[C:8]([C:18]([OH:20])=[O:19])[C:7]=2[C:6]([CH3:22])=[CH:5]1)([CH3:3])[CH3:2], predict the reactants needed to synthesize it. The reactants are: [CH:1]([N:4]1[C:12]2[CH:11]=[C:10]([C:13]3[NH:17][N:16]=[N:15][N:14]=3)[CH:9]=[C:8]([C:18]([O:20]C)=[O:19])[C:7]=2[C:6]([CH3:22])=[CH:5]1)([CH3:3])[CH3:2].[OH-].[Na+]. (7) The reactants are: Cl[C:2]1[CH:12]=[C:11]([NH:13][C:14]2[CH:19]=[CH:18][CH:17]=[CH:16][CH:15]=2)[C:5]([C:6]([O:8][CH2:9][CH3:10])=[O:7])=[CH:4][N:3]=1.[CH2:20]([NH:22][C:23]([NH2:25])=[O:24])[CH3:21].C([O-])([O-])=O.[Cs+].[Cs+]. Given the product [CH2:20]([NH:22][C:23](=[O:24])[NH:25][C:2]1[CH:12]=[C:11]([NH:13][C:14]2[CH:19]=[CH:18][CH:17]=[CH:16][CH:15]=2)[C:5]([C:6]([O:8][CH2:9][CH3:10])=[O:7])=[CH:4][N:3]=1)[CH3:21], predict the reactants needed to synthesize it. (8) Given the product [F:1][C:2]1[CH:7]=[C:6]([C:8]2[CH:9]=[N:10][N:11]([CH3:13])[CH:12]=2)[CH:5]=[CH:4][C:3]=1[C:14]1[CH:15]=[N:16][CH:17]=[C:18]2[C:23]=1[N:22]=[C:21]([C:24]([NH2:25])=[O:26])[CH:20]=[CH:19]2, predict the reactants needed to synthesize it. The reactants are: [F:1][C:2]1[CH:7]=[C:6]([C:8]2[CH:9]=[N:10][N:11]([CH3:13])[CH:12]=2)[CH:5]=[CH:4][C:3]=1[C:14]1[CH:15]=[N:16][CH:17]=[C:18]2[C:23]=1[N:22]=[C:21]([C:24]#[N:25])[CH:20]=[CH:19]2.[OH:26]S(O)(=O)=O.C([O-])(O)=O.[Na+]. (9) Given the product [Cl:34][C:35]1[CH:40]=[CH:39][C:38]([S:41]([NH:27][CH2:26][CH2:25][CH2:24][C:14]2[CH:15]=[CH:16][C:17]([O:19][CH2:20][CH2:21][O:22][CH3:23])=[CH:18][C:13]=2[O:12][C:3]2[C:2]([Cl:1])=[CH:7][C:6]([C:8]([F:9])([F:11])[F:10])=[CH:5][N:4]=2)(=[O:43])=[O:42])=[CH:37][CH:36]=1, predict the reactants needed to synthesize it. The reactants are: [Cl:1][C:2]1[C:3]([O:12][C:13]2[CH:18]=[C:17]([O:19][CH2:20][CH2:21][O:22][CH3:23])[CH:16]=[CH:15][C:14]=2[CH2:24][CH2:25][CH2:26][NH2:27])=[N:4][CH:5]=[C:6]([C:8]([F:11])([F:10])[F:9])[CH:7]=1.N1C=CC=CC=1.[Cl:34][C:35]1[CH:40]=[CH:39][C:38]([S:41](Cl)(=[O:43])=[O:42])=[CH:37][CH:36]=1.Cl.